The task is: Predict the reaction yield, written as a fraction of the theoretical maximum amount of product (1.0 means a 100% yield; for example, 0.34 means a 34% yield).. This data is from Reaction yield outcomes from USPTO patents with 853,638 reactions. The reactants are [CH:1]([C:3]1[S:7][C:6]([NH:8][C:9](=[O:11])[CH3:10])=[N:5][CH:4]=1)=O.[CH2:12]([CH:19]1[CH2:24][CH2:23][NH:22][CH2:21][CH2:20]1)[C:13]1[CH:18]=[CH:17][CH:16]=[CH:15][CH:14]=1. No catalyst specified. The product is [CH2:12]([CH:19]1[CH2:24][CH2:23][N:22]([CH2:1][C:3]2[S:7][C:6]([NH:8][C:9](=[O:11])[CH3:10])=[N:5][CH:4]=2)[CH2:21][CH2:20]1)[C:13]1[CH:18]=[CH:17][CH:16]=[CH:15][CH:14]=1. The yield is 0.180.